Dataset: Full USPTO retrosynthesis dataset with 1.9M reactions from patents (1976-2016). Task: Predict the reactants needed to synthesize the given product. (1) Given the product [CH:17]([C:9]1[C:10]2[C:5](=[CH:4][C:3]([O:2][CH3:1])=[C:12]([CH3:13])[CH:11]=2)[C:6]([CH3:16])([CH3:15])[CH2:7][CH:8]=1)([CH3:19])[CH3:18], predict the reactants needed to synthesize it. The reactants are: [CH3:1][O:2][C:3]1[CH:4]=[C:5]2[C:10](=[CH:11][C:12]=1[CH3:13])[C:9](=O)[CH2:8][CH2:7][C:6]2([CH3:16])[CH3:15].[CH:17]([Mg]Cl)([CH3:19])[CH3:18]. (2) Given the product [F:8][C:5]([F:6])([F:7])[CH:4]([CH:34]([C:35]([O:37][CH2:38][CH3:39])=[O:36])[C:33]([O:41][CH2:42][CH3:43])=[O:40])[NH:9][C:10]1[CH:15]=[CH:14][C:13]([O:16][C:17]2[CH:22]=[CH:21][N:20]=[C:19]3[CH:23]=[C:24]([C:26]4[N:27]=[CH:28][N:29]([CH3:31])[CH:30]=4)[S:25][C:18]=23)=[C:12]([F:32])[CH:11]=1, predict the reactants needed to synthesize it. The reactants are: C(O[CH:4]([NH:9][C:10]1[CH:15]=[CH:14][C:13]([O:16][C:17]2[CH:22]=[CH:21][N:20]=[C:19]3[CH:23]=[C:24]([C:26]4[N:27]=[CH:28][N:29]([CH3:31])[CH:30]=4)[S:25][C:18]=23)=[C:12]([F:32])[CH:11]=1)[C:5]([F:8])([F:7])[F:6])C.[C:33]([O:41][CH2:42][CH3:43])(=[O:40])[CH2:34][C:35]([O:37][CH2:38][CH3:39])=[O:36].[H-].[Na+].Cl. (3) Given the product [F:22][C:23]1[CH:28]=[C:27]([F:29])[CH:26]=[CH:25][C:24]=1[O:8][C@@H:7]([C:9]1[CH:10]=[N:11][CH:12]=[CH:13][CH:14]=1)[C@@H:3]1[O:4][CH2:5][CH2:6][NH:1][CH2:2]1, predict the reactants needed to synthesize it. The reactants are: [NH:1]1[CH2:6][CH2:5][O:4][CH:3]([CH:7]([C:9]2[CH:10]=[N:11][CH:12]=[CH:13][CH:14]=2)[OH:8])[CH2:2]1.BrC1C=CC=CN=1.[F:22][C:23]1[CH:28]=[C:27]([F:29])[CH:26]=[CH:25][C:24]=1O. (4) Given the product [CH:36]([C:35]1[CH:34]=[C:33]([CH:40]=[CH:39][CH:38]=1)[C:31]#[N:32])=[CH:2][CH2:3][CH3:4], predict the reactants needed to synthesize it. The reactants are: [Br-].[CH2:2]([P+](C1C=CC=CC=1)(C1C=CC=CC=1)C1C=CC=CC=1)[CH2:3][CH3:4].CN(C=O)C.[H-].[Na+].[C:31]([C:33]1[CH:34]=[C:35]([CH:38]=[CH:39][CH:40]=1)[CH:36]=O)#[N:32]. (5) Given the product [Br:1][C:2]1[CH:7]=[CH:6][N:5]=[CH:4][C:3]=1[CH:8]([OH:9])[CH3:10], predict the reactants needed to synthesize it. The reactants are: [Br:1][C:2]1[CH:7]=[CH:6][N:5]=[CH:4][C:3]=1[CH:8]=[O:9].[CH3:10][Mg]Br.